This data is from NCI-60 drug combinations with 297,098 pairs across 59 cell lines. The task is: Regression. Given two drug SMILES strings and cell line genomic features, predict the synergy score measuring deviation from expected non-interaction effect. (1) Drug 1: CC12CCC3C(C1CCC2O)C(CC4=C3C=CC(=C4)O)CCCCCCCCCS(=O)CCCC(C(F)(F)F)(F)F. Drug 2: CNC(=O)C1=NC=CC(=C1)OC2=CC=C(C=C2)NC(=O)NC3=CC(=C(C=C3)Cl)C(F)(F)F. Cell line: HL-60(TB). Synergy scores: CSS=-19.9, Synergy_ZIP=12.0, Synergy_Bliss=3.23, Synergy_Loewe=-14.1, Synergy_HSA=-16.6. (2) Drug 1: CS(=O)(=O)C1=CC(=C(C=C1)C(=O)NC2=CC(=C(C=C2)Cl)C3=CC=CC=N3)Cl. Drug 2: C1CCC(C(C1)N)N.C(=O)(C(=O)[O-])[O-].[Pt+4]. Cell line: NCI/ADR-RES. Synergy scores: CSS=37.4, Synergy_ZIP=3.23, Synergy_Bliss=9.84, Synergy_Loewe=-9.92, Synergy_HSA=11.8. (3) Drug 1: CC12CCC3C(C1CCC2=O)CC(=C)C4=CC(=O)C=CC34C. Drug 2: CN(C)N=NC1=C(NC=N1)C(=O)N. Cell line: LOX IMVI. Synergy scores: CSS=72.9, Synergy_ZIP=7.96, Synergy_Bliss=6.40, Synergy_Loewe=7.96, Synergy_HSA=8.89. (4) Drug 1: COC1=CC(=CC(=C1O)OC)C2C3C(COC3=O)C(C4=CC5=C(C=C24)OCO5)OC6C(C(C7C(O6)COC(O7)C8=CC=CS8)O)O. Synergy scores: CSS=40.3, Synergy_ZIP=-2.94, Synergy_Bliss=0.922, Synergy_Loewe=-2.16, Synergy_HSA=4.33. Drug 2: CCCS(=O)(=O)NC1=C(C(=C(C=C1)F)C(=O)C2=CNC3=C2C=C(C=N3)C4=CC=C(C=C4)Cl)F. Cell line: SK-MEL-5.